From a dataset of Forward reaction prediction with 1.9M reactions from USPTO patents (1976-2016). Predict the product of the given reaction. Given the reactants [CH2:1]([O:5][C:6]1[N:14]=[C:13]2[C:9]([N:10]=[C:11]([O:26][CH3:27])[N:12]2[CH2:15][C:16]2[CH:17]=[N:18][C:19]([O:22][CH2:23][CH2:24]O)=[CH:20][CH:21]=2)=[C:8]([NH2:28])[N:7]=1)[CH2:2][CH2:3][CH3:4].C(N(CC)CC)C.CS([Cl:40])(=O)=O, predict the reaction product. The product is: [CH2:1]([O:5][C:6]1[N:14]=[C:13]2[C:9]([N:10]=[C:11]([O:26][CH3:27])[N:12]2[CH2:15][C:16]2[CH:17]=[N:18][C:19]([O:22][CH2:23][CH2:24][Cl:40])=[CH:20][CH:21]=2)=[C:8]([NH2:28])[N:7]=1)[CH2:2][CH2:3][CH3:4].